Predict the reactants needed to synthesize the given product. From a dataset of Full USPTO retrosynthesis dataset with 1.9M reactions from patents (1976-2016). (1) Given the product [NH2:16][C:12]1[CH:11]=[C:10]([C:9]#[C:8][C:5]2[CH:4]=[N:3][C:2]([NH:3][CH2:4][CH2:5][CH2:6][N:7]3[CH2:22][CH2:21][O:20][CH2:18][CH2:19]3)=[N:7][CH:6]=2)[CH:15]=[CH:14][CH:13]=1, predict the reactants needed to synthesize it. The reactants are: Cl[C:2]1[N:7]=[CH:6][C:5]([C:8]#[C:9][C:10]2[CH:11]=[C:12]([NH2:16])[CH:13]=[CH:14][CH:15]=2)=[CH:4][N:3]=1.Cl.[CH2:18]([O:20][CH2:21][CH3:22])[CH3:19]. (2) Given the product [CH2:22]([O:1][C:2]1[C:7]([C:8]([O:10][CH2:22][C:23]2[CH:28]=[CH:27][CH:26]=[CH:25][CH:24]=2)=[O:9])=[CH:6][N:5]=[C:4]([N:11]2[CH:15]=[CH:14][CH:13]=[N:12]2)[N:3]=1)[C:23]1[CH:28]=[CH:27][CH:26]=[CH:25][CH:24]=1, predict the reactants needed to synthesize it. The reactants are: [OH:1][C:2]1[C:7]([C:8]([OH:10])=[O:9])=[CH:6][N:5]=[C:4]([N:11]2[CH:15]=[CH:14][CH:13]=[N:12]2)[N:3]=1.C([O-])([O-])=O.[K+].[K+].[CH2:22](Br)[C:23]1[CH:28]=[CH:27][CH:26]=[CH:25][CH:24]=1. (3) The reactants are: C(OC([N:8]1[C:13](=[O:14])[CH:12]=[C:11]([C:15]2[CH:20]=[CH:19][C:18]([O:21][CH3:22])=[CH:17][CH:16]=2)[CH2:10][C@H:9]1[C:23]([O:25][CH2:26][C:27]1[CH:32]=[CH:31][CH:30]=[CH:29][CH:28]=1)=[O:24])=O)(C)(C)C.Cl. Given the product [CH2:26]([O:25][C:23]([C@@H:9]1[CH2:10][C:11]([C:15]2[CH:20]=[CH:19][C:18]([O:21][CH3:22])=[CH:17][CH:16]=2)=[CH:12][C:13](=[O:14])[NH:8]1)=[O:24])[C:27]1[CH:32]=[CH:31][CH:30]=[CH:29][CH:28]=1, predict the reactants needed to synthesize it. (4) Given the product [CH2:15]1[C:8]2([CH2:9][CH2:10][CH2:11][CH2:12][C:7]2=[O:13])[CH2:18][CH2:17][CH2:16]1, predict the reactants needed to synthesize it. The reactants are: CC(C)([O-])C.[K+].[C:7]1(=[O:13])[CH2:12][CH2:11][CH2:10][CH2:9][CH2:8]1.Br[CH2:15][CH2:16][CH2:17][CH2:18]Br.Cl. (5) Given the product [CH3:1][O:2][C:3]1[CH:4]=[C:5]2[C:10](=[CH:11][C:12]=1[O:13][CH3:14])[N:9]=[CH:8][CH:7]=[C:6]2[O:15][C:16]1[CH:22]=[CH:21][C:19]([NH:20][C:30]([NH:38][N:39]2[CH2:44][CH2:43][CH2:42][CH2:41][CH2:40]2)=[O:36])=[C:18]([N+:23]([O-:25])=[O:24])[CH:17]=1, predict the reactants needed to synthesize it. The reactants are: [CH3:1][O:2][C:3]1[CH:4]=[C:5]2[C:10](=[CH:11][C:12]=1[O:13][CH3:14])[N:9]=[CH:8][CH:7]=[C:6]2[O:15][C:16]1[CH:22]=[CH:21][C:19]([NH2:20])=[C:18]([N+:23]([O-:25])=[O:24])[CH:17]=1.ClC(Cl)(O[C:30](=[O:36])OC(Cl)(Cl)Cl)Cl.[NH2:38][N:39]1[CH2:44][CH2:43][CH2:42][CH2:41][CH2:40]1.C(=O)(O)[O-].[Na+]. (6) Given the product [C:15]([C:14]1[C:13]([NH:17][NH:18][C:30](=[O:31])[CH2:29][CH:26]2[CH2:28][CH2:27]2)=[N:12][CH:11]=[CH:10][C:9]=1[O:8][CH2:1][C:2]1[CH:3]=[CH:4][CH:5]=[CH:6][CH:7]=1)#[N:16], predict the reactants needed to synthesize it. The reactants are: [CH2:1]([O:8][C:9]1[C:14]([C:15]#[N:16])=[C:13]([NH:17][NH2:18])[N:12]=[CH:11][CH:10]=1)[C:2]1[CH:7]=[CH:6][CH:5]=[CH:4][CH:3]=1.CCN(CC)CC.[CH:26]1([CH2:29][C:30](Cl)=[O:31])[CH2:28][CH2:27]1. (7) The reactants are: O1CCCCC1[O:7][CH2:8][CH2:9][N:10]1[CH:14]=[C:13]([C:15]2[N:20]=[C:19]3[N:21]([CH2:24][C:25]4[S:26][C:27]5[CH:32]=[CH:31][N:30]=[CH:29][C:28]=5[N:33]=4)[N:22]=[N:23][C:18]3=[CH:17][CH:16]=2)[CH:12]=[N:11]1. Given the product [S:26]1[C:27]2[CH:32]=[CH:31][N:30]=[CH:29][C:28]=2[N:33]=[C:25]1[CH2:24][N:21]1[C:19]2=[N:20][C:15]([C:13]3[CH:12]=[N:11][N:10]([CH2:9][CH2:8][OH:7])[CH:14]=3)=[CH:16][CH:17]=[C:18]2[N:23]=[N:22]1, predict the reactants needed to synthesize it.